Dataset: Full USPTO retrosynthesis dataset with 1.9M reactions from patents (1976-2016). Task: Predict the reactants needed to synthesize the given product. The reactants are: COC1C=CC(C[O:8][C:9]2[CH:10]=[C:11]([C:16](=[O:18])[CH3:17])[CH:12]=[CH:13][C:14]=2[CH3:15])=CC=1.FC(F)(F)C(O)=O.O. Given the product [OH:8][C:9]1[CH:10]=[C:11]([C:16](=[O:18])[CH3:17])[CH:12]=[CH:13][C:14]=1[CH3:15], predict the reactants needed to synthesize it.